The task is: Regression. Given a peptide amino acid sequence and an MHC pseudo amino acid sequence, predict their binding affinity value. This is MHC class II binding data.. This data is from Peptide-MHC class II binding affinity with 134,281 pairs from IEDB. (1) The peptide sequence is LVGPTPVNIIGRDLLTQIGC. The MHC is DRB1_0301 with pseudo-sequence DRB1_0301. The binding affinity (normalized) is 0.358. (2) The peptide sequence is GTVVLTATFALGAAL. The MHC is DRB1_0101 with pseudo-sequence DRB1_0101. The binding affinity (normalized) is 0.343. (3) The peptide sequence is IQGNVTSIHSLLDEG. The MHC is DRB1_0401 with pseudo-sequence DRB1_0401. The binding affinity (normalized) is 0.424. (4) The peptide sequence is GVEGIGLQYLGYVIRK. The MHC is HLA-DQA10501-DQB10402 with pseudo-sequence HLA-DQA10501-DQB10402. The binding affinity (normalized) is 0.631. (5) The peptide sequence is FERAICDMKMAVNNG. The MHC is DRB1_0101 with pseudo-sequence DRB1_0101. The binding affinity (normalized) is 0.188. (6) The peptide sequence is SWLEPVQFLRSVFAN. The MHC is DRB1_1302 with pseudo-sequence DRB1_1302. The binding affinity (normalized) is 0.226.